Dataset: Full USPTO retrosynthesis dataset with 1.9M reactions from patents (1976-2016). Task: Predict the reactants needed to synthesize the given product. (1) Given the product [F:32][C:29]1[CH:30]=[CH:31][C:26]([O:25][C:18]2[CH:17]=[CH:16][C:15]([C:8]3[N:9]=[C:10]([C:12]([NH2:13])=[O:14])[CH:11]=[CH:6][N:7]=3)=[CH:24][C:19]=2[CH2:20][OH:21])=[CH:27][CH:28]=1, predict the reactants needed to synthesize it. The reactants are: NC(=O)[C@@H](N[C:6]1[CH:11]=[C:10]([C:12](=[O:14])[NH2:13])[N:9]=[C:8]([C:15]2[CH:16]=[CH:17][C:18]([O:25][C:26]3[CH:31]=[CH:30][C:29]([F:32])=[CH:28][CH:27]=3)=[C:19]([CH:24]=2)[C:20](OC)=[O:21])[N:7]=1)C.[BH4-].[Na+]. (2) Given the product [C:17]1([S:14]([NH:13][C:9]2[CH:8]=[C:7]([CH:5]([OH:6])[CH2:4][NH:31][C:32]([CH3:49])([CH3:50])[CH2:33][CH2:34][N:35]3[C:39]4[CH:40]=[N:41][C:42]([C:44]([O:46][CH2:47][CH3:48])=[O:45])=[CH:43][C:38]=4[N:37]=[CH:36]3)[CH:12]=[CH:11][CH:10]=2)(=[O:15])=[O:16])[CH:18]=[CH:19][CH:20]=[CH:21][CH:22]=1, predict the reactants needed to synthesize it. The reactants are: C(O[CH:4](O)[C:5]([C:7]1[CH:8]=[C:9]([NH:13][S:14]([C:17]2[CH:22]=[CH:21][CH:20]=[CH:19][CH:18]=2)(=[O:16])=[O:15])[CH:10]=[CH:11][CH:12]=1)=[O:6])C.C(OC([NH:31][C:32]([CH3:50])([CH3:49])[CH2:33][CH2:34][N:35]1[C:39]2[CH:40]=[N:41][C:42]([C:44]([O:46][CH2:47][CH3:48])=[O:45])=[CH:43][C:38]=2[N:37]=[CH:36]1)=O)(C)(C)C.[BH4-].[Na+].C(=O)([O-])[O-].[Na+].[Na+]. (3) Given the product [F:17][C:14]([F:15])([F:16])[C:11]1[CH:10]=[CH:9][C:8]([C:6]2[S:5][C:4]([CH2:18][OH:19])=[C:3]([CH2:2][O:31][C:24]3[C:23]([CH3:22])=[CH:28][CH:27]=[C:26]([CH3:29])[C:25]=3[CH3:30])[CH:7]=2)=[CH:13][CH:12]=1, predict the reactants needed to synthesize it. The reactants are: Br[CH2:2][C:3]1[CH:7]=[C:6]([C:8]2[CH:13]=[CH:12][C:11]([C:14]([F:17])([F:16])[F:15])=[CH:10][CH:9]=2)[S:5][C:4]=1[C:18](OC)=[O:19].[CH3:22][C:23]1[CH:28]=[CH:27][C:26]([CH3:29])=[C:25]([CH3:30])[C:24]=1[OH:31]. (4) The reactants are: Cl[C:2]1[CH:7]=[CH:6][N:5]2[N:8]=[CH:9][C:10]([CH:11]=[O:12])=[C:4]2[N:3]=1.Cl.[F:14][CH2:15][CH2:16][NH2:17]. Given the product [F:14][CH2:15][CH2:16][NH:17][C:2]1[CH:7]=[CH:6][N:5]2[N:8]=[CH:9][C:10]([CH:11]=[O:12])=[C:4]2[N:3]=1, predict the reactants needed to synthesize it. (5) Given the product [CH:1]1([NH:6][C:7]2[CH:8]=[CH:9][CH:10]=[C:11]3[C:15]=2[NH:14][C:13]([C:16]2[S:17][CH2:18][C@@H:19]([CH2:21][O:22][S:24]([CH3:23])(=[O:26])=[O:25])[N:20]=2)=[CH:12]3)[CH2:2][CH2:3][CH2:4][CH2:5]1, predict the reactants needed to synthesize it. The reactants are: [CH:1]1([NH:6][C:7]2[CH:8]=[CH:9][CH:10]=[C:11]3[C:15]=2[NH:14][C:13]([C:16]2[S:17][CH2:18][C@@H:19]([CH2:21][OH:22])[N:20]=2)=[CH:12]3)[CH2:5][CH2:4][CH2:3][CH2:2]1.[CH3:23][S:24](Cl)(=[O:26])=[O:25].C(N(CC)CC)C.C(=O)(O)[O-].[Na+]. (6) Given the product [CH3:21][O:22][CH2:23][O:24][C:25]1[CH:32]=[CH:31][CH:30]=[C:27]([CH:28]=[CH:2][CH3:9])[CH:26]=1, predict the reactants needed to synthesize it. The reactants are: O[C:2]1C=C(C=C[CH:9]=1)C=O.COCCl.[H-].[Na+].[Li]CCCC.[CH3:21][O:22][CH2:23][O:24][C:25]1[CH:26]=[C:27]([CH:30]=[CH:31][CH:32]=1)[CH:28]=O.